From a dataset of Forward reaction prediction with 1.9M reactions from USPTO patents (1976-2016). Predict the product of the given reaction. (1) Given the reactants CO[C:3](=[O:19])[CH2:4][C@:5]([NH2:18])([C:9]1[CH:14]=[CH:13][CH:12]=[C:11]([N+:15]([O-:17])=[O:16])[CH:10]=1)[CH2:6][CH2:7][CH3:8].[CH3:20][NH:21][C:22]([NH:24][C:25](=[O:31])[O:26][C:27]([CH3:30])([CH3:29])[CH3:28])=S, predict the reaction product. The product is: [C:27]([O:26][C:25](=[O:31])[NH:24][C:22]1[N:21]([CH3:20])[C:3](=[O:19])[CH2:4][C@:5]([C:9]2[CH:14]=[CH:13][CH:12]=[C:11]([N+:15]([O-:17])=[O:16])[CH:10]=2)([CH2:6][CH2:7][CH3:8])[N:18]=1)([CH3:30])([CH3:29])[CH3:28]. (2) Given the reactants [CH2:1]([N:8]1[C:13](=[O:14])[C:12]2[C:15]3[CH2:21][CH2:20][C:19]([CH:22]=[O:23])=[C:18](Cl)[C:16]=3[S:17][C:11]=2[N:10]=[C:9]1[C:25]1[CH:30]=[C:29]([O:31][CH3:32])[C:28]([O:33][CH3:34])=[C:27]([O:35][CH3:36])[CH:26]=1)[C:2]1[CH:7]=[CH:6][CH:5]=[CH:4][CH:3]=1.[C:37]1([OH:43])[CH:42]=[CH:41][CH:40]=[CH:39][CH:38]=1.[OH-].[K+], predict the reaction product. The product is: [CH2:1]([N:8]1[C:13](=[O:14])[C:12]2[C:15]3[CH2:21][CH2:20][C:19]([CH:22]=[O:23])=[C:18]([O:43][C:37]4[CH:42]=[CH:41][CH:40]=[CH:39][CH:38]=4)[C:16]=3[S:17][C:11]=2[N:10]=[C:9]1[C:25]1[CH:30]=[C:29]([O:31][CH3:32])[C:28]([O:33][CH3:34])=[C:27]([O:35][CH3:36])[CH:26]=1)[C:2]1[CH:7]=[CH:6][CH:5]=[CH:4][CH:3]=1. (3) Given the reactants [OH-].[Li+].[CH3:3][C:4]1([CH3:27])[O:8][C:7](=[O:9])[N:6]([C:10]2[CH:19]=[CH:18][C:13]([C:14]([O:16]C)=[O:15])=[C:12]([CH3:20])[CH:11]=2)[C@H:5]1[C:21]1[CH:26]=[CH:25][CH:24]=[CH:23][CH:22]=1.O.Cl, predict the reaction product. The product is: [CH3:3][C:4]1([CH3:27])[O:8][C:7](=[O:9])[N:6]([C:10]2[CH:19]=[CH:18][C:13]([C:14]([OH:16])=[O:15])=[C:12]([CH3:20])[CH:11]=2)[C@H:5]1[C:21]1[CH:26]=[CH:25][CH:24]=[CH:23][CH:22]=1. (4) Given the reactants [CH3:1][C:2]1[CH:3]=[C:4](Br)[C:5]2[N:6]([CH:8]=[CH:9][N:10]=2)[CH:7]=1.[CH3:12][Sn](C)(C)C, predict the reaction product. The product is: [CH3:1][C:2]1[CH:3]=[C:4]([CH3:12])[C:5]2[N:6]([CH:8]=[CH:9][N:10]=2)[CH:7]=1. (5) Given the reactants Cl.Cl.Cl.Cl.Cl.Cl.Cl.C(NN=C(NCCCN(CCCN[C:75]([NH:77][C:78]1[CH:83]=[C:82]([C:84](=[O:86])[CH3:85])[CH:81]=[C:80]([C:87](=[O:89])[CH3:88])[CH:79]=1)=[O:76])CCCNC(=NNC(=N)N)NC1C=C(C(=NNC(=N)N)C)C=C(C(=NNC(=N)N)C)C=1)NC1C=C(C(=NNC(=N)N)C)C=C(C(=NNC(=N)N)C)C=1)(=N)N.[C:90]([C:93]1[CH:94]=[C:95]([N:102]=[C:103]=[O:104])[CH:96]=[C:97]([C:99](=[O:101])[CH3:100])[CH:98]=1)(=[O:92])[CH3:91].[NH2:105][CH2:106][CH2:107][CH2:108][N:109]([CH2:114][CH2:115][CH2:116][NH2:117])[CH2:110][CH2:111][CH2:112][NH2:113], predict the reaction product. The product is: [C:99]([C:97]1[CH:96]=[C:95]([NH:102][C:103]([NH:105][CH2:106][CH2:107][CH2:108][N:109]([CH2:114][CH2:115][CH2:116][NH:117][C:75]([NH:77][C:78]2[CH:79]=[C:80]([C:87](=[O:89])[CH3:88])[CH:81]=[C:82]([C:84](=[O:86])[CH3:85])[CH:83]=2)=[O:76])[CH2:110][CH2:111][CH2:112][NH:113][C:75]([NH:77][C:78]2[CH:83]=[C:82]([C:84](=[O:86])[CH3:85])[CH:81]=[C:80]([C:87](=[O:89])[CH3:88])[CH:79]=2)=[O:76])=[O:104])[CH:94]=[C:93]([C:90](=[O:92])[CH3:91])[CH:98]=1)(=[O:101])[CH3:100]. (6) Given the reactants [OH:1][CH:2]1[CH:19]=[C:18]2[C@:13]([CH3:20])([CH2:14][CH2:15][CH2:16][CH2:17]2)[C@@H:12]2[C@@H:3]1[C@H:4]1[C@@:8]([CH2:10][CH2:11]2)([CH3:9])[C:7](=[O:21])[C@H:6]([F:22])[CH2:5]1.[C@@H]1(N2C=C(C)C(=O)NC2=O)O[C@H](CO)[C@@H]([OH:26])C1, predict the reaction product. The product is: [F:22][C@@H:6]1[CH2:5][C@H:4]2[C@H:3]3[C@H:12]([CH2:11][CH2:10][C@:8]2([CH3:9])[C:7]1=[O:21])[C@:13]1([CH3:20])[C@:18]([OH:26])([CH2:17][CH2:16][CH2:15][CH2:14]1)[CH2:19][C@@H:2]3[OH:1]. (7) Given the reactants [CH2:1]([O:3][C:4](=[O:13])[C:5]1[CH:10]=[CH:9][C:8]([CH3:11])=[CH:7][C:6]=1[NH2:12])[CH3:2].C(OC(=O)C1C=C(C(F)(F)F)C(C=O)=C([Cl:30])C=1N)C, predict the reaction product. The product is: [CH2:1]([O:3][C:4](=[O:13])[C:5]1[CH:10]=[C:9]([Cl:30])[C:8]([CH3:11])=[CH:7][C:6]=1[NH2:12])[CH3:2]. (8) Given the reactants [Cl:1][C:2]1[C:3]2[CH:10]=[CH:9][NH:8][C:4]=2[N:5]=[CH:6][N:7]=1.Cl.[Cl:12][C:13]1[C:18]([C:19]2[CH:24]=[CH:23][CH:22]=[CH:21][CH:20]=2)=[CH:17][C:16]([CH2:25][NH:26][C:27]([C:29]2([NH2:35])[CH2:34][CH2:33][NH:32][CH2:31][CH2:30]2)=[O:28])=[CH:15][CH:14]=1.C(N(CC)CC)C, predict the reaction product. The product is: [ClH:1].[Cl:12][C:13]1[C:18]([C:19]2[CH:20]=[CH:21][CH:22]=[CH:23][CH:24]=2)=[CH:17][C:16]([CH2:25][NH:26][C:27]([C:29]2([NH2:35])[CH2:34][CH2:33][N:32]([C:2]3[C:3]4[CH:10]=[CH:9][NH:8][C:4]=4[N:5]=[CH:6][N:7]=3)[CH2:31][CH2:30]2)=[O:28])=[CH:15][CH:14]=1. (9) Given the reactants [CH3:1][C:2]1([CH3:12])[O:6][C:5](=[CH:7][C:8](Cl)=[O:9])[C:4](=[O:11])[O:3]1.[Cl:13][C:14]1[CH:15]=[C:16]([CH:29]=[CH:30][C:31]=1[Cl:32])[CH2:17][NH:18][O:19][CH2:20][CH2:21][CH2:22][N:23]1[CH2:28][CH2:27][O:26][CH2:25][CH2:24]1, predict the reaction product. The product is: [Cl:13][C:14]1[CH:15]=[C:16]([CH:29]=[CH:30][C:31]=1[Cl:32])[CH2:17][N:18]([O:19][CH2:20][CH2:21][CH2:22][N:23]1[CH2:24][CH2:25][O:26][CH2:27][CH2:28]1)[C:8](=[O:9])[CH:7]=[C:5]1[C:4](=[O:11])[O:3][C:2]([CH3:12])([CH3:1])[O:6]1. (10) Given the reactants [NH:1]1[CH:5]=[N:4][CH:3]=[N:2]1.C(=O)([O-])[O-].[K+].[K+].Br[CH2:13][CH2:14][CH2:15][C:16]1[CH:21]=[CH:20][C:19]([N+:22]([O-:24])=[O:23])=[CH:18][CH:17]=1.O, predict the reaction product. The product is: [N+:22]([C:19]1[CH:20]=[CH:21][C:16]([CH2:15][CH2:14][CH2:13][N:1]2[CH:5]=[N:4][CH:3]=[N:2]2)=[CH:17][CH:18]=1)([O-:24])=[O:23].